From a dataset of Peptide-MHC class I binding affinity with 185,985 pairs from IEDB/IMGT. Regression. Given a peptide amino acid sequence and an MHC pseudo amino acid sequence, predict their binding affinity value. This is MHC class I binding data. (1) The MHC is HLA-A26:01 with pseudo-sequence HLA-A26:01. The binding affinity (normalized) is 0.0847. The peptide sequence is FTDNNELEF. (2) The peptide sequence is GYQPYRVVVL. The MHC is HLA-A01:01 with pseudo-sequence HLA-A01:01. The binding affinity (normalized) is 0. (3) The peptide sequence is GLQSQQGHL. The MHC is HLA-A02:01 with pseudo-sequence HLA-A02:01. The binding affinity (normalized) is 0.213. (4) The peptide sequence is EEEAIVAYTL. The MHC is Mamu-A11 with pseudo-sequence Mamu-A11. The binding affinity (normalized) is 0.